Regression. Given a peptide amino acid sequence and an MHC pseudo amino acid sequence, predict their binding affinity value. This is MHC class I binding data. From a dataset of Peptide-MHC class I binding affinity with 185,985 pairs from IEDB/IMGT. (1) The peptide sequence is YSHYSHNPK. The MHC is HLA-B08:02 with pseudo-sequence HLA-B08:02. The binding affinity (normalized) is 0.0847. (2) The peptide sequence is RGKLKRRAI. The MHC is HLA-B15:09 with pseudo-sequence HLA-B15:09. The binding affinity (normalized) is 0.0847.